This data is from Full USPTO retrosynthesis dataset with 1.9M reactions from patents (1976-2016). The task is: Predict the reactants needed to synthesize the given product. Given the product [N:1]1([C:10]2[CH:11]=[CH:12][C:13]([CH2:16][C:17]([NH:28][C:25]3[CH:26]=[CH:27][C:22]([N:21]([CH3:20])[CH:33]4[CH2:34][CH2:35][N:36]([CH3:39])[CH2:37][CH2:38]4)=[C:23]([C:29]([F:32])([F:30])[F:31])[CH:24]=3)=[O:19])=[CH:14][CH:15]=2)[C:5]2[CH:6]=[CH:7][CH:8]=[CH:9][C:4]=2[N:3]=[CH:2]1, predict the reactants needed to synthesize it. The reactants are: [N:1]1([C:10]2[CH:15]=[CH:14][C:13]([CH2:16][C:17]([OH:19])=O)=[CH:12][CH:11]=2)[C:5]2[CH:6]=[CH:7][CH:8]=[CH:9][C:4]=2[N:3]=[CH:2]1.[CH3:20][N:21]([CH:33]1[CH2:38][CH2:37][N:36]([CH3:39])[CH2:35][CH2:34]1)[C:22]1[CH:27]=[CH:26][C:25]([NH2:28])=[CH:24][C:23]=1[C:29]([F:32])([F:31])[F:30].